Regression. Given a peptide amino acid sequence and an MHC pseudo amino acid sequence, predict their binding affinity value. This is MHC class I binding data. From a dataset of Peptide-MHC class I binding affinity with 185,985 pairs from IEDB/IMGT. (1) The peptide sequence is YCNYSKYWYL. The MHC is HLA-A01:01 with pseudo-sequence HLA-A01:01. The binding affinity (normalized) is 0.151. (2) The peptide sequence is YGIPFPGSL. The MHC is HLA-A11:01 with pseudo-sequence HLA-A11:01. The binding affinity (normalized) is 0.0847. (3) The peptide sequence is AYQPTRWFI. The MHC is HLA-A02:06 with pseudo-sequence HLA-A02:06. The binding affinity (normalized) is 0.296. (4) The peptide sequence is YFTFDLTAL. The MHC is HLA-B18:01 with pseudo-sequence HLA-B18:01. The binding affinity (normalized) is 0.0847.